This data is from Forward reaction prediction with 1.9M reactions from USPTO patents (1976-2016). The task is: Predict the product of the given reaction. (1) Given the reactants [Cl:1][C:2]1[CH:3]=[C:4]([CH:17]=[CH:18][C:19]=1[O:20][CH2:21][C:22]1[CH:27]=[N:26][CH:25]=[CH:24][N:23]=1)[NH:5][C:6]1[C:15]2[C:10](=[CH:11][CH:12]=[CH:13][C:14]=2F)[N:9]=[CH:8][N:7]=1.[CH3:28][N:29]([CH3:33])[CH2:30][CH2:31][OH:32], predict the reaction product. The product is: [Cl:1][C:2]1[CH:3]=[C:4]([CH:17]=[CH:18][C:19]=1[O:20][CH2:21][C:22]1[CH:27]=[N:26][CH:25]=[CH:24][N:23]=1)[NH:5][C:6]1[C:15]2[C:10](=[CH:11][CH:12]=[CH:13][C:14]=2[O:32][CH2:31][CH2:30][N:29]([CH3:33])[CH3:28])[N:9]=[CH:8][N:7]=1. (2) The product is: [CH3:28][O:27][CH2:26][C:25]([NH:8][C:6]1[CH:5]=[CH:4][C:3]([N+:9]([O-:11])=[O:10])=[C:2]([CH3:1])[N:7]=1)=[O:13]. Given the reactants [CH3:1][C:2]1[N:7]=[C:6]([NH2:8])[CH:5]=[CH:4][C:3]=1[N+:9]([O-:11])=[O:10].C(N1C=CN=C1)(N1C=CN=C1)=[O:13].C1[CH2:28][O:27][CH2:26][CH2:25]1, predict the reaction product. (3) Given the reactants [C:1]([C:4]1[CH:8]=[CH:7][S:6][C:5]=1[NH:9][C:10](=O)[C:11]([O:13][CH2:14][CH3:15])=[O:12])(=[O:3])[NH2:2].C[Si](Cl)(C)C.CCOC(C)=O, predict the reaction product. The product is: [O:3]=[C:1]1[NH:2][C:10]([C:11]([O:13][CH2:14][CH3:15])=[O:12])=[N:9][C:5]2[S:6][CH:7]=[CH:8][C:4]1=2. (4) Given the reactants [Na].[NH2:2][C:3]1[N:8]([NH2:9])[C:7](=[O:10])[CH:6]=[C:5]([CH3:11])[N:4]=1.[F:12][C:13]([F:21])([CH2:19][CH3:20])[C:14](OCC)=O.Cl, predict the reaction product. The product is: [F:12][C:13]([C:14]1[N:2]=[C:3]2[N:4]=[C:5]([CH3:11])[CH:6]=[C:7]([OH:10])[N:8]2[N:9]=1)([F:21])[CH2:19][CH3:20]. (5) Given the reactants [CH2:1]([N:8]1[CH2:12][C@H:11]([C:13]2[CH:18]=[CH:17][C:16]([Cl:19])=[CH:15][CH:14]=2)[C@:10]([NH:21][C:22](=O)OC(C)(C)C)([CH3:20])[CH2:9]1)[C:2]1[CH:7]=[CH:6][CH:5]=[CH:4][CH:3]=1.CC(C)([O-])C.[K+].S(OC)(OC)(=O)=O.C(O)(C(F)(F)F)=O.CCN(C(C)C)C(C)C.Cl[C:59]([O:61][C:62]1[CH:67]=[CH:66][C:65]([F:68])=[CH:64][CH:63]=1)=[O:60], predict the reaction product. The product is: [F:68][C:65]1[CH:66]=[CH:67][C:62]([O:61][C:59](=[O:60])[N:21]([C@:10]2([CH3:20])[C@@H:11]([C:13]3[CH:18]=[CH:17][C:16]([Cl:19])=[CH:15][CH:14]=3)[CH2:12][N:8]([CH2:1][C:2]3[CH:7]=[CH:6][CH:5]=[CH:4][CH:3]=3)[CH2:9]2)[CH3:22])=[CH:63][CH:64]=1.